This data is from Full USPTO retrosynthesis dataset with 1.9M reactions from patents (1976-2016). The task is: Predict the reactants needed to synthesize the given product. (1) Given the product [CH2:5]([N:12]1[C:13]([CH3:17])([CH3:16])[CH2:14][O:15][S:1]1=[O:2])[C:6]1[CH:11]=[CH:10][CH:9]=[CH:8][CH:7]=1, predict the reactants needed to synthesize it. The reactants are: [S:1](Cl)(Cl)=[O:2].[CH2:5]([NH:12][C:13]([CH3:17])([CH3:16])[CH2:14][OH:15])[C:6]1[CH:11]=[CH:10][CH:9]=[CH:8][CH:7]=1.C(N(C(C)C)CC)(C)C. (2) Given the product [CH:1]1([C:7]2[N:16]=[C:15]([Cl:20])[C:14]3[C:9](=[CH:10][CH:11]=[CH:12][CH:13]=3)[N:8]=2)[CH2:6][CH2:5][CH2:4][CH2:3][CH2:2]1, predict the reactants needed to synthesize it. The reactants are: [CH:1]1([C:7]2[N:16]=[C:15](O)[C:14]3[C:9](=[CH:10][CH:11]=[CH:12][CH:13]=3)[N:8]=2)[CH2:6][CH2:5][CH2:4][CH2:3][CH2:2]1.P(Cl)(Cl)([Cl:20])=O.CN(C)C1C=CC=CC=1.